This data is from Forward reaction prediction with 1.9M reactions from USPTO patents (1976-2016). The task is: Predict the product of the given reaction. (1) Given the reactants [CH:1]1[C:10]2[C:5](=[CH:6][CH:7]=[CH:8][CH:9]=2)[CH:4]=[CH:3][C:2]=1[CH:11]=O.[CH2:13]([N:20]1[CH2:24][CH2:23][C@H:22]([NH2:25])[CH2:21]1)[C:14]1[CH:19]=[CH:18][CH:17]=[CH:16][CH:15]=1.[BH4-].[Na+], predict the reaction product. The product is: [CH2:13]([N:20]1[CH2:24][CH2:23][C@H:22]([NH:25][CH2:11][C:2]2[CH:3]=[CH:4][C:5]3[C:10](=[CH:9][CH:8]=[CH:7][CH:6]=3)[CH:1]=2)[CH2:21]1)[C:14]1[CH:15]=[CH:16][CH:17]=[CH:18][CH:19]=1. (2) Given the reactants [F:1][C:2]1[CH:3]=[C:4]([C:9]2[CH:18]=[N:17][C:16]3C(C(O)=O)=[C:14]([OH:22])[C:13]([C:23]4[CH:28]=[CH:27][CH:26]=[C:25]([F:29])[CH:24]=4)=[CH:12][C:11]=3[N:10]=2)[CH:5]=[CH:6][C:7]=1[F:8].Cl.[CH2:31]([NH:33][CH2:34][C:35]([OH:37])=[O:36])[CH3:32].C(N([CH2:43][CH3:44])CC)C.C1CN([P+]([O:61]N2N=NC3C=CC=CC2=3)(N2CCCC2)N2CCCC2)CC1.F[P-](F)(F)(F)(F)F, predict the reaction product. The product is: [F:1][C:2]1[CH:3]=[C:4]([C:9]2[CH:18]=[N:17][C:16]3[C:11](=[CH:12][C:13]([C:23]4[CH:28]=[CH:27][CH:26]=[C:25]([F:29])[CH:24]=4)=[C:14]([OH:22])[C:32]=3[C:31]([NH:33][CH2:34][C:35]([O:37][CH2:43][CH3:44])=[O:36])=[O:61])[N:10]=2)[CH:5]=[CH:6][C:7]=1[F:8]. (3) Given the reactants CC(OI1(OC(C)=O)(OC(C)=O)OC(=O)C2C=CC=CC1=2)=O.[O:23]1[C:27]([CH:28]([C:30]2[CH:35]=[CH:34][C:33]([O:36][CH:37]3[CH2:42][CH2:41][CH2:40][CH2:39][O:38]3)=[CH:32][CH:31]=2)[OH:29])=[CH:26][N:25]=[CH:24]1, predict the reaction product. The product is: [O:23]1[C:27]([C:28]([C:30]2[CH:31]=[CH:32][C:33]([O:36][CH:37]3[CH2:42][CH2:41][CH2:40][CH2:39][O:38]3)=[CH:34][CH:35]=2)=[O:29])=[CH:26][N:25]=[CH:24]1. (4) The product is: [Cl:12][C:10]1[S:11][C:6]2[CH:5]=[C:4]([C:1](=[O:3])[NH:14][CH:15]3[CH2:23][C:22]4[C:17](=[CH:18][CH:19]=[CH:20][CH:21]=4)[CH:16]3[N:24]([C:26]([O:28][C:29]([CH3:32])([CH3:31])[CH3:30])=[O:27])[CH3:25])[NH:8][C:7]=2[C:9]=1[Cl:13]. Given the reactants [C:1]([C:4]1[NH:8][C:7]2[C:9]([Cl:13])=[C:10]([Cl:12])[S:11][C:6]=2[CH:5]=1)([OH:3])=O.[NH2:14][C@H:15]1[CH2:23][C:22]2[C:17](=[CH:18][CH:19]=[CH:20][CH:21]=2)[C@H:16]1[N:24]([C:26]([O:28][C:29]([CH3:32])([CH3:31])[CH3:30])=[O:27])[CH3:25].CCN(C(C)C)C(C)C.C1C=CC2N(O)N=NC=2C=1.CCN=C=NCCCN(C)C, predict the reaction product. (5) Given the reactants BrBr.[CH3:3][C:4]1[N:9]([C:10]2[CH:15]=[CH:14][CH:13]=[C:12]([C:16]([F:19])([F:18])[F:17])[CH:11]=2)[C:8](=[O:20])[C:7]([C:21]([NH:23][CH2:24][C:25]2[CH:30]=[CH:29][C:28]([S:31]([CH3:34])(=[O:33])=[O:32])=[CH:27][CH:26]=2)=[O:22])=[CH:6][C:5]=1[C:35](=O)[CH2:36][CH3:37], predict the reaction product. The product is: [CH3:7][C:8]1[O:20][C:36]([CH3:37])=[C:35]([C:5]2[CH:6]=[C:7]([C:21]([NH:23][CH2:24][C:25]3[CH:30]=[CH:29][C:28]([S:31]([CH3:34])(=[O:32])=[O:33])=[CH:27][CH:26]=3)=[O:22])[C:8](=[O:20])[N:9]([C:10]3[CH:15]=[CH:14][CH:13]=[C:12]([C:16]([F:18])([F:17])[F:19])[CH:11]=3)[C:4]=2[CH3:3])[N:9]=1.